Dataset: Reaction yield outcomes from USPTO patents with 853,638 reactions. Task: Predict the reaction yield, written as a fraction of the theoretical maximum amount of product (1.0 means a 100% yield; for example, 0.34 means a 34% yield). The reactants are [CH3:1][O:2][C:3]1[CH:8]=[CH:7][CH:6]=[CH:5][C:4]=1[C:9](=O)[CH3:10].[NH:12]1[C:16]2[CH:17]=[CH:18][CH:19]=[CH:20][C:15]=2[N:14]=[C:13]1[CH2:21][N:22]([CH:32]1[C:41]2[N:40]=[CH:39][CH:38]=[CH:37][C:36]=2[CH2:35][CH2:34][CH2:33]1)[CH2:23][C:24]1[CH:29]=[CH:28][C:27]([CH2:30][NH2:31])=[CH:26][CH:25]=1.CC(O)=O.[BH-](OC(C)=O)(OC(C)=O)OC(C)=O.[Na+]. The catalyst is C1COCC1. The product is [NH:12]1[C:16]2[CH:17]=[CH:18][CH:19]=[CH:20][C:15]=2[N:14]=[C:13]1[CH2:21][N:22]([CH2:23][C:24]1[CH:29]=[CH:28][C:27]([CH2:30][NH:31][CH:9]([C:4]2[CH:5]=[CH:6][CH:7]=[CH:8][C:3]=2[O:2][CH3:1])[CH3:10])=[CH:26][CH:25]=1)[CH:32]1[C:41]2[N:40]=[CH:39][CH:38]=[CH:37][C:36]=2[CH2:35][CH2:34][CH2:33]1. The yield is 0.270.